The task is: Predict the product of the given reaction.. This data is from Forward reaction prediction with 1.9M reactions from USPTO patents (1976-2016). (1) The product is: [O:1]=[C:2]1[C:7]2[CH:8]=[CH:9][C:10]([C:12]([F:14])([F:13])[F:15])=[CH:11][C:6]=2[S:5][C:4]([C:16]2[N:21]=[C:20]([CH2:22][CH2:23][C:24]([OH:26])=[O:25])[CH:19]=[CH:18][CH:17]=2)=[N:3]1. Given the reactants [O:1]=[C:2]1[C:7]2[CH:8]=[CH:9][C:10]([C:12]([F:15])([F:14])[F:13])=[CH:11][C:6]=2[S:5][C:4]([C:16]2[N:21]=[C:20]([CH2:22][CH2:23][C:24]([O:26]C(C)(C)C)=[O:25])[CH:19]=[CH:18][CH:17]=2)=[N:3]1.FC(F)(F)C(O)=O, predict the reaction product. (2) Given the reactants [Br:1][C:2]1[S:6][C:5]([C:7]([OH:9])=O)=[C:4]([CH3:10])[CH:3]=1.O.O[N:13]1C2C=CC=CC=2N=N1.C(N(C(C)C)CC)(C)C.Cl.[CH2:32]([O:34][C:35](=[O:45])[C@H:36]([CH2:38][CH2:39][C:40]([O:42][CH2:43][CH3:44])=[O:41])[NH2:37])[CH3:33].Cl.CN(C)CCCN=C=NCC, predict the reaction product. The product is: [CH2:32]([O:34][C:35](=[O:45])[C@:36]([NH:13][C:7]([C:5]1[S:6][C:2]([Br:1])=[CH:3][C:4]=1[CH3:10])=[O:9])([CH2:38][CH2:39][C:40]([O:42][CH2:43][CH3:44])=[O:41])[NH2:37])[CH3:33]. (3) Given the reactants [Br:1][C:2]1[CH:7]=[CH:6][C:5]([F:8])=[C:4]([OH:9])[C:3]=1[OH:10].[C:11](Cl)(Cl)=[S:12].[OH-].[Na+], predict the reaction product. The product is: [Br:1][C:2]1[C:3]2[O:10][C:11](=[S:12])[O:9][C:4]=2[C:5]([F:8])=[CH:6][CH:7]=1.